Dataset: Reaction yield outcomes from USPTO patents with 853,638 reactions. Task: Predict the reaction yield, written as a fraction of the theoretical maximum amount of product (1.0 means a 100% yield; for example, 0.34 means a 34% yield). (1) The reactants are Cl[C:2]1[CH:12]=[CH:11][C:5]([C:6]([O:8]CC)=[O:7])=[CH:4][N:3]=1.[F:13][C:14](F)([F:17])[CH2:15][OH:16].[OH-].[Li+]. No catalyst specified. The product is [F:13][CH:14]([F:17])[CH2:15][O:16][C:2]1[CH:12]=[CH:11][C:5]([C:6]([OH:8])=[O:7])=[CH:4][N:3]=1. The yield is 0.790. (2) The catalyst is C(Cl)Cl. The reactants are [NH2:1][CH2:2][C:3]1[CH:4]=[CH:5][C:6]([CH2:11][N:12]([CH2:23][C:24]2[C:29]([CH3:30])=[CH:28][CH:27]=[CH:26][N:25]=2)[CH:13]2[C:22]3[N:21]=[CH:20][CH:19]=[CH:18][C:17]=3[CH2:16][CH2:15][CH2:14]2)=[C:7]([CH2:9][OH:10])[CH:8]=1.CCN(CC)CC.[CH3:38][C:39](OC(C)=O)=[O:40].C([O-])(O)=O.[Na+]. The product is [OH:10][CH2:9][C:7]1[CH:8]=[C:3]([CH:4]=[CH:5][C:6]=1[CH2:11][N:12]([CH2:23][C:24]1[C:29]([CH3:30])=[CH:28][CH:27]=[CH:26][N:25]=1)[CH:13]1[C:22]2[N:21]=[CH:20][CH:19]=[CH:18][C:17]=2[CH2:16][CH2:15][CH2:14]1)[CH2:2][NH:1][C:39](=[O:40])[CH3:38]. The yield is 0.640. (3) The reactants are C([Sn](CCCC)(CCCC)[C:6]1[S:10][CH:9]=[N:8][CH:7]=1)CCC.[F:19][C:20]1[CH:27]=[CH:26][C:25](I)=[CH:24][C:21]=1[C:22]#[N:23].N#N. The catalyst is C1COCC1. The product is [F:19][C:20]1[CH:27]=[CH:26][C:25]([C:6]2[S:10][CH:9]=[N:8][CH:7]=2)=[CH:24][C:21]=1[C:22]#[N:23]. The yield is 0.820. (4) The reactants are C([O:8][C:9]([CH:11]([CH2:24][CH2:25][C:26]([O:28]CC1C=CC=CC=1)=[O:27])[CH2:12][P:13]([CH2:16][CH2:17][C:18]1[CH:23]=[CH:22][CH:21]=[CH:20][CH:19]=1)(=[O:15])[OH:14])=[O:10])C1C=CC=CC=1. The catalyst is O.[Pd]. The product is [CH2:16]([P:13]([CH2:12][CH:11]([CH2:24][CH2:25][C:26]([OH:28])=[O:27])[C:9]([OH:10])=[O:8])([OH:15])=[O:14])[CH2:17][C:18]1[CH:19]=[CH:20][CH:21]=[CH:22][CH:23]=1. The yield is 1.14.